From a dataset of Full USPTO retrosynthesis dataset with 1.9M reactions from patents (1976-2016). Predict the reactants needed to synthesize the given product. (1) The reactants are: Cl[C:2]1[C:11]2[C:6](=[C:7]([Cl:12])[CH:8]=[CH:9][CH:10]=2)[CH:5]=[C:4]([O:13][CH:14]([CH3:16])[CH3:15])[N:3]=1.[F-:17].[Cs+]. Given the product [Cl:12][C:7]1[CH:8]=[CH:9][CH:10]=[C:11]2[C:6]=1[CH:5]=[C:4]([O:13][CH:14]([CH3:16])[CH3:15])[N:3]=[C:2]2[F:17], predict the reactants needed to synthesize it. (2) Given the product [CH2:29]([O:31][C:32]1[CH:37]=[C:36]([CH2:20][N:18]2[CH2:17][C:16]3([CH2:27][C:13]([N:10]4[CH2:11][CH2:12][CH:7]([CH2:6][CH2:5][C:4]([O:3][CH2:1][CH3:2])=[O:28])[CH2:8][CH2:9]4)=[N:14][O:15]3)[CH2:19]2)[CH:35]=[C:34]([O:40][CH2:41][CH3:42])[C:33]=1[C:43]1[CH:48]=[CH:47][C:46]([F:49])=[CH:45][CH:44]=1)[CH3:30], predict the reactants needed to synthesize it. The reactants are: [CH2:1]([O:3][C:4](=[O:28])[CH2:5][CH2:6][CH:7]1[CH2:12][CH2:11][N:10]([C:13]2[CH2:27][C:16]3([CH2:19][N:18]([C:20](OC(C)(C)C)=O)[CH2:17]3)[O:15][N:14]=2)[CH2:9][CH2:8]1)[CH3:2].[CH2:29]([O:31][C:32]1[CH:37]=[C:36](C=O)[CH:35]=[C:34]([O:40][CH2:41][CH3:42])[C:33]=1[C:43]1[CH:48]=[CH:47][C:46]([F:49])=[CH:45][CH:44]=1)[CH3:30]. (3) Given the product [Si:10]([O:17][CH2:18][CH:19]([C:20]1([NH2:21])[CH2:2][CH2:1]1)[C:22]1[CH:23]=[CH:24][C:25]([Cl:28])=[CH:26][CH:27]=1)([C:13]([CH3:15])([CH3:16])[CH3:14])([CH3:12])[CH3:11], predict the reactants needed to synthesize it. The reactants are: [CH3:1][CH2:2][Mg+].[Br-].C1COCC1.[Si:10]([O:17][CH2:18][CH:19]([C:22]1[CH:27]=[CH:26][C:25]([Cl:28])=[CH:24][CH:23]=1)[C:20]#[N:21])([C:13]([CH3:16])([CH3:15])[CH3:14])([CH3:12])[CH3:11].[OH-].[Na+].